This data is from Reaction yield outcomes from USPTO patents with 853,638 reactions. The task is: Predict the reaction yield, written as a fraction of the theoretical maximum amount of product (1.0 means a 100% yield; for example, 0.34 means a 34% yield). (1) The yield is 0.600. The product is [CH3:1][C:2]1[N:12]=[C:8]([CH3:9])[C:4]([OH:3])=[C:5]([CH3:7])[N:6]=1. The reactants are [CH3:1][C:2]1[O:3][C:4]([C:8](=O)[CH3:9])=[C:5]([CH3:7])[N:6]=1.[OH-].[NH4+:12].Cl. No catalyst specified. (2) The reactants are [C:1]([C:5]1[CH:6]=[C:7]([NH:20][C:21]([NH:23][C@@H:24]2[C:33]3[C:28](=[CH:29][CH:30]=[CH:31][CH:32]=3)[C@H:27]([O:34][C:35]3[CH:36]=[CH:37][C:38]4[N:39]([C:41]([CH:44]([CH3:46])[CH3:45])=[N:42][N:43]=4)[CH:40]=3)[CH2:26][CH2:25]2)=[O:22])[N:8]([CH2:10][CH2:11][O:12][Si](C(C)(C)C)(C)C)[N:9]=1)([CH3:4])([CH3:3])[CH3:2].CCCC[N+](CCCC)(CCCC)CCCC.[F-]. The catalyst is C1COCC1.O.C(Cl)Cl. The product is [C:1]([C:5]1[CH:6]=[C:7]([NH:20][C:21]([NH:23][C@@H:24]2[C:33]3[C:28](=[CH:29][CH:30]=[CH:31][CH:32]=3)[C@H:27]([O:34][C:35]3[CH:36]=[CH:37][C:38]4[N:39]([C:41]([CH:44]([CH3:46])[CH3:45])=[N:42][N:43]=4)[CH:40]=3)[CH2:26][CH2:25]2)=[O:22])[N:8]([CH2:10][CH2:11][OH:12])[N:9]=1)([CH3:4])([CH3:3])[CH3:2]. The yield is 0.570. (3) The reactants are S(C1C=CC(C)=CC=1)([O-])(=O)=O.[NH2:12][C@@H:13]([CH2:22][CH2:23][S:24][CH3:25])[C:14]([O:16][CH2:17][C:18]([CH3:21])([CH3:20])[CH3:19])=[O:15].[P:26](Cl)(Cl)(=[O:38])[O:27][C:28]1[C:37]2[C:32](=[CH:33][CH:34]=[CH:35][CH:36]=2)[CH:31]=[CH:30][CH:29]=1.C(Cl)[Cl:42]. No catalyst specified. The product is [Cl:42][C:29]1[CH:30]=[CH:31][C:32]2[C:37](=[CH:36][CH:35]=[CH:34][CH:33]=2)[C:28]=1[O:27][P:26](=[N:12][C@@H:13]([CH2:22][CH2:23][S:24][CH3:25])[C:14]([O:16][CH2:17][C:18]([CH3:21])([CH3:19])[CH3:20])=[O:15])=[O:38]. The yield is 0.410. (4) The reactants are C[O:2][C:3](=[O:24])[C:4]1[CH:9]=[C:8]([C:10]2[S:11][CH:12]=[C:13]([C:15]3[CH:20]=[CH:19][C:18]([Cl:21])=[C:17]([Cl:22])[CH:16]=3)[N:14]=2)[CH:7]=[CH:6][C:5]=1Br.[C:25]([C:28]1[CH:33]=[CH:32][CH:31]=[CH:30][C:29]=1B(O)O)(=[O:27])[CH3:26]. No catalyst specified. The product is [C:25]([C:28]1[CH:33]=[CH:32][CH:31]=[CH:30][C:29]=1[C:5]1[C:4]([C:3]([OH:2])=[O:24])=[CH:9][C:8]([C:10]2[S:11][CH:12]=[C:13]([C:15]3[CH:20]=[CH:19][C:18]([Cl:21])=[C:17]([Cl:22])[CH:16]=3)[N:14]=2)=[CH:7][CH:6]=1)(=[O:27])[CH3:26]. The yield is 0.150. (5) The reactants are [C:1]([O:5][C:6](=[O:14])[NH:7][CH:8]1[CH2:13][CH2:12][NH:11][CH2:10][CH2:9]1)([CH3:4])([CH3:3])[CH3:2].[CH3:15][O:16][C:17]1[CH:26]=[C:25]2[C:20]([N:21]=[CH:22][C:23]([S:27][CH2:28][CH:29]=O)=[N:24]2)=[CH:19][CH:18]=1.C(O[BH-](OC(=O)C)OC(=O)C)(=O)C.[Na+]. The catalyst is ClCCCl. The product is [C:1]([O:5][C:6](=[O:14])[NH:7][CH:8]1[CH2:13][CH2:12][N:11]([CH2:29][CH2:28][S:27][C:23]2[CH:22]=[N:21][C:20]3[C:25](=[CH:26][C:17]([O:16][CH3:15])=[CH:18][CH:19]=3)[N:24]=2)[CH2:10][CH2:9]1)([CH3:4])([CH3:2])[CH3:3]. The yield is 0.660.